Dataset: Catalyst prediction with 721,799 reactions and 888 catalyst types from USPTO. Task: Predict which catalyst facilitates the given reaction. Product: [C:33]([N:25]1[CH2:24][CH2:23][CH:22]([CH:20]2[O:19][N:18]=[C:17]([C:15]3[N:14]=[C:13]([CH3:28])[N:12]=[C:11]([C:9]([NH:8][CH2:7][C:6]4[CH:29]=[CH:30][C:3]([F:2])=[C:4]([O:31][CH3:32])[CH:5]=4)=[O:10])[CH:16]=3)[CH2:21]2)[CH2:27][CH2:26]1)(=[O:35])[CH3:34]. The catalyst class is: 34. Reactant: Cl.[F:2][C:3]1[CH:30]=[CH:29][C:6]([CH2:7][NH:8][C:9]([C:11]2[CH:16]=[C:15]([C:17]3[CH2:21][CH:20]([CH:22]4[CH2:27][CH2:26][NH:25][CH2:24][CH2:23]4)[O:19][N:18]=3)[N:14]=[C:13]([CH3:28])[N:12]=2)=[O:10])=[CH:5][C:4]=1[O:31][CH3:32].[C:33](Cl)(=[O:35])[CH3:34].